Dataset: Forward reaction prediction with 1.9M reactions from USPTO patents (1976-2016). Task: Predict the product of the given reaction. (1) Given the reactants [Br:1][C:2]1[CH:3]=[C:4]([C:8]2([CH3:36])[C:13]([CH3:15])([CH3:14])[O:12][C:11]([NH:16][C@H:17]([C:28]3[CH:33]=[CH:32][CH:31]=[CH:30][CH:29]=3)[CH2:18][CH2:19][O:20][Si](C(C)(C)C)(C)C)=[N:10][S:9]2(=[O:35])=[O:34])[CH:5]=[CH:6][CH:7]=1.Cl, predict the reaction product. The product is: [Br:1][C:2]1[CH:3]=[C:4]([C:8]2([CH3:36])[C:13]([CH3:15])([CH3:14])[O:12][C:11]([NH:16][C@H:17]([C:28]3[CH:29]=[CH:30][CH:31]=[CH:32][CH:33]=3)[CH2:18][CH2:19][OH:20])=[N:10][S:9]2(=[O:35])=[O:34])[CH:5]=[CH:6][CH:7]=1. (2) Given the reactants [OH:1][C:2]1[C:14]2[C:13]3[C:8](=[CH:9][CH:10]=[CH:11][CH:12]=3)[NH:7][C:6]=2[CH:5]=[CH:4][CH:3]=1.[CH2:15]([CH:17]1[O:19][CH2:18]1)Cl.[OH-].[Na+].O, predict the reaction product. The product is: [O:19]1[CH2:18][CH:17]1[CH2:15][O:1][C:2]1[C:14]2[C:13]3[C:8](=[CH:9][CH:10]=[CH:11][CH:12]=3)[NH:7][C:6]=2[CH:5]=[CH:4][CH:3]=1.